From a dataset of Forward reaction prediction with 1.9M reactions from USPTO patents (1976-2016). Predict the product of the given reaction. Given the reactants [C:1]([N:4]1[CH2:9][CH2:8][C:7](=O)[CH2:6][CH2:5]1)(=[O:3])[CH3:2].[NH2:11][C@H:12]([C:20]([NH2:22])=[O:21])[CH2:13][C:14]1[CH:19]=[CH:18][CH:17]=[CH:16][CH:15]=1, predict the reaction product. The product is: [C:1]([N:4]1[CH2:9][CH2:8][C:7]2([NH:22][C:20](=[O:21])[C@H:12]([CH2:13][C:14]3[CH:19]=[CH:18][CH:17]=[CH:16][CH:15]=3)[NH:11]2)[CH2:6][CH2:5]1)(=[O:3])[CH3:2].